The task is: Predict the product of the given reaction.. This data is from Forward reaction prediction with 1.9M reactions from USPTO patents (1976-2016). (1) Given the reactants [NH2:1][C:2]1[CH:10]=[N:9][CH:8]=[CH:7][C:3]=1[C:4]([OH:6])=O.C(O)(=O)C.[CH:15](N)=[NH:16].C(=O)(O)[O-].[Na+], predict the reaction product. The product is: [N:1]1[C:2]2[CH:10]=[N:9][CH:8]=[CH:7][C:3]=2[C:4]([OH:6])=[N:16][CH:15]=1. (2) Given the reactants [N:1]1[CH:6]=[CH:5][N:4]=[CH:3][C:2]=1[C:7]1[CH:12]=[CH:11][CH:10]=[CH:9][C:8]=1[CH2:13]O.C1C=CC(P([N:29]=[N+:30]=[N-:31])(C2C=CC=CC=2)=O)=CC=1.C1CCN2C(=NCCC2)CC1, predict the reaction product. The product is: [N:29]([CH2:13][C:8]1[CH:9]=[CH:10][CH:11]=[CH:12][C:7]=1[C:2]1[CH:3]=[N:4][CH:5]=[CH:6][N:1]=1)=[N+:30]=[N-:31]. (3) Given the reactants [CH3:1][S:2]([C:5]1[CH:6]=[C:7]([C:15]2[O:19][N:18]=[C:17]([C:20]3[CH:28]=[CH:27][C:26]4[NH:25][C:24]5[CH:29]([CH2:32][C:33]([O:35]CC)=[O:34])[CH2:30][CH2:31][C:23]=5[C:22]=4[CH:21]=3)[N:16]=2)[CH:8]=[C:9]([S:11]([CH3:14])(=[O:13])=[O:12])[CH:10]=1)(=[O:4])=[O:3].[OH-].[Na+], predict the reaction product. The product is: [CH3:1][S:2]([C:5]1[CH:6]=[C:7]([C:15]2[O:19][N:18]=[C:17]([C:20]3[CH:28]=[CH:27][C:26]4[NH:25][C:24]5[CH:29]([CH2:32][C:33]([OH:35])=[O:34])[CH2:30][CH2:31][C:23]=5[C:22]=4[CH:21]=3)[N:16]=2)[CH:8]=[C:9]([S:11]([CH3:14])(=[O:12])=[O:13])[CH:10]=1)(=[O:3])=[O:4]. (4) Given the reactants [Cl:1][C:2]1[CH:3]=[C:4]([NH:9][C:10]([N:12]2[CH2:17][CH2:16][N:15]([CH2:18][C@@H:19]3[O:24][CH2:23][CH2:22][N:21](C(OC(C)(C)C)=O)[CH2:20]3)[CH2:14][CH2:13]2)=[O:11])[CH:5]=[CH:6][C:7]=1[F:8].C(O)(C(F)(F)F)=O, predict the reaction product. The product is: [Cl:1][C:2]1[CH:3]=[C:4]([NH:9][C:10]([N:12]2[CH2:17][CH2:16][N:15]([CH2:18][C@@H:19]3[O:24][CH2:23][CH2:22][NH:21][CH2:20]3)[CH2:14][CH2:13]2)=[O:11])[CH:5]=[CH:6][C:7]=1[F:8]. (5) Given the reactants [CH3:1][N:2]1[C:7](=[O:8])[C:6]2[C:9]([C:30]3[CH:35]=[CH:34][CH:33]=[CH:32][CH:31]=3)=[C:10]([C:12]3[CH:17]=[CH:16][C:15]([C:18]4([NH:22]C(=O)OC(C)(C)C)[CH2:21][CH2:20][CH2:19]4)=[CH:14][CH:13]=3)[O:11][C:5]=2[N:4]=[C:3]1S(C)(=O)=O.[NH2:40][CH2:41][C@H:42]([OH:44])[CH3:43], predict the reaction product. The product is: [NH2:22][C:18]1([C:15]2[CH:14]=[CH:13][C:12]([C:10]3[O:11][C:5]4[N:4]=[C:3]([NH:40][CH2:41][C@H:42]([OH:44])[CH3:43])[N:2]([CH3:1])[C:7](=[O:8])[C:6]=4[C:9]=3[C:30]3[CH:35]=[CH:34][CH:33]=[CH:32][CH:31]=3)=[CH:17][CH:16]=2)[CH2:19][CH2:20][CH2:21]1. (6) Given the reactants [C:1]([O:5][C:6]([N:8]1[CH2:13][CH2:12][N:11]([C:14]2[CH:19]=[CH:18][C:17]([C:20](O)=[O:21])=[CH:16][CH:15]=2)[CH2:10][CH2:9]1)=[O:7])([CH3:4])([CH3:3])[CH3:2].[CH:23]1[C:32]2[C:27](=[CH:28][CH:29]=[CH:30][CH:31]=2)[CH:26]=[CH:25][C:24]=1[NH2:33].C(OC(N1CCN(C2C=CC(C(=O)NC3C=CC=C(C(C)(C)C)C=3)=CC=2)CC1)=O)(C)(C)C, predict the reaction product. The product is: [C:1]([O:5][C:6]([N:8]1[CH2:13][CH2:12][N:11]([C:14]2[CH:19]=[CH:18][C:17]([C:20](=[O:21])[NH:33][C:24]3[CH:25]=[CH:26][C:27]4[C:32](=[CH:31][CH:30]=[CH:29][CH:28]=4)[CH:23]=3)=[CH:16][CH:15]=2)[CH2:10][CH2:9]1)=[O:7])([CH3:2])([CH3:3])[CH3:4]. (7) Given the reactants [Cl:1][C:2]1[N:10]=[C:9]([Cl:11])[CH:8]=[CH:7][C:3]=1[C:4]([OH:6])=O.N1C(Cl)=NC(Cl)=NC=1Cl.[CH3:21][O:22][C:23]1[CH:29]=[CH:28][C:26]([NH2:27])=[C:25]([N+:30]([O-:32])=[O:31])[CH:24]=1.C(N(CC)CC)C, predict the reaction product. The product is: [Cl:1][C:2]1[C:3]([C:4]([NH:27][C:26]2[CH:28]=[CH:29][C:23]([O:22][CH3:21])=[CH:24][C:25]=2[N+:30]([O-:32])=[O:31])=[O:6])=[CH:7][CH:8]=[C:9]([Cl:11])[N:10]=1. (8) Given the reactants [N+:1]([C:4]1[C:5]([NH2:11])=[C:6]([NH2:10])[CH:7]=[CH:8][CH:9]=1)([O-:3])=[O:2].[OH-].[K+].[CH3:14][C:15]([CH:17]=O)=O.O, predict the reaction product. The product is: [CH3:17][C:15]1[CH:14]=[N:11][C:5]2[C:6](=[CH:7][CH:8]=[CH:9][C:4]=2[N+:1]([O-:3])=[O:2])[N:10]=1. (9) Given the reactants [Br:1][C:2]1[CH:7]=[CH:6][C:5]([S:8](Cl)(=[O:10])=[O:9])=[C:4]([CH3:12])[CH:3]=1.[CH3:13][N:14]1[C:22]2[C:17](=[CH:18][C:19]([CH2:23][NH2:24])=[CH:20][CH:21]=2)[CH:16]=[CH:15]1, predict the reaction product. The product is: [Br:1][C:2]1[CH:7]=[CH:6][C:5]([S:8]([NH:24][CH2:23][C:19]2[CH:18]=[C:17]3[C:22](=[CH:21][CH:20]=2)[N:14]([CH3:13])[CH:15]=[CH:16]3)(=[O:10])=[O:9])=[C:4]([CH3:12])[CH:3]=1.